This data is from Reaction yield outcomes from USPTO patents with 853,638 reactions. The task is: Predict the reaction yield, written as a fraction of the theoretical maximum amount of product (1.0 means a 100% yield; for example, 0.34 means a 34% yield). The reactants are [C:1]([C:5]1[O:9][N:8]=[C:7]([NH:10][C:11]([NH:13][C:14]2[CH:19]=[CH:18][CH:17]=[C:16]([O:20][C:21]3[C:30]4[C:25](=[CH:26][C:27]([O:35][CH3:36])=[C:28]([O:31][CH2:32][CH2:33]Cl)[CH:29]=4)[N:24]=[CH:23][N:22]=3)[CH:15]=2)=[O:12])[CH:6]=1)([CH3:4])([CH3:3])[CH3:2].[OH:37][CH2:38][CH2:39][N:40]1[CH2:45][CH2:44][NH:43][CH2:42][CH2:41]1. No catalyst specified. The product is [C:1]([C:5]1[O:9][N:8]=[C:7]([NH:10][C:11]([NH:13][C:14]2[CH:19]=[CH:18][CH:17]=[C:16]([O:20][C:21]3[C:30]4[C:25](=[CH:26][C:27]([O:35][CH3:36])=[C:28]([O:31][CH2:32][CH2:33][N:43]5[CH2:44][CH2:45][N:40]([CH2:39][CH2:38][OH:37])[CH2:41][CH2:42]5)[CH:29]=4)[N:24]=[CH:23][N:22]=3)[CH:15]=2)=[O:12])[CH:6]=1)([CH3:4])([CH3:3])[CH3:2]. The yield is 0.120.